From a dataset of Full USPTO retrosynthesis dataset with 1.9M reactions from patents (1976-2016). Predict the reactants needed to synthesize the given product. (1) Given the product [CH2:1]([O:15][C:16]1[C:21]([I:22])=[C:20]([O:23][CH2:1][C:2]2[CH:7]=[CH:6][CH:5]=[CH:4][CH:3]=2)[CH:19]=[CH:18][C:17]=1[C:24](=[O:29])[CH2:25][CH:26]([CH3:27])[CH3:28])[C:2]1[CH:7]=[CH:6][CH:5]=[CH:4][CH:3]=1, predict the reactants needed to synthesize it. The reactants are: [CH2:1](Br)[C:2]1[CH:7]=[CH:6][CH:5]=[CH:4][CH:3]=1.C(=O)([O-])[O-].[Cs+].[Cs+].[OH:15][C:16]1[C:21]([I:22])=[C:20]([OH:23])[CH:19]=[CH:18][C:17]=1[C:24](=[O:29])[CH2:25][CH:26]([CH3:28])[CH3:27]. (2) Given the product [Si:16]([O:15][CH2:14][CH2:13][NH:5][C:4]1[CH:6]=[CH:7][C:8]([I:9])=[C:2]([Cl:1])[CH:3]=1)([C:19]([CH3:22])([CH3:21])[CH3:20])([CH3:18])[CH3:17], predict the reactants needed to synthesize it. The reactants are: [Cl:1][C:2]1[CH:3]=[C:4]([CH:6]=[CH:7][C:8]=1[I:9])[NH2:5].[H-].[Na+].Br[CH2:13][CH2:14][O:15][Si:16]([C:19]([CH3:22])([CH3:21])[CH3:20])([CH3:18])[CH3:17].